From a dataset of Reaction yield outcomes from USPTO patents with 853,638 reactions. Predict the reaction yield, written as a fraction of the theoretical maximum amount of product (1.0 means a 100% yield; for example, 0.34 means a 34% yield). (1) The reactants are Cl.[CH3:2][N:3]1[C:11]2[C:6](=[CH:7][CH:8]=[CH:9][CH:10]=2)[C:5]2[CH2:12][CH2:13][NH:14][CH2:15][C:4]1=2.[NH2:16][C:17]1[CH:18]=[C:19]([CH:23]=[CH:24][CH:25]=1)[C:20](O)=[O:21].O.ON1C2C=CC=CC=2N=N1.C(N(C(C)C)CC)(C)C.C(Cl)CCl. The catalyst is CN(C=O)C.O. The product is [NH2:16][C:17]1[CH:18]=[C:19]([CH:23]=[CH:24][CH:25]=1)[C:20]([N:14]1[CH2:13][CH2:12][C:5]2[C:6]3[C:11](=[CH:10][CH:9]=[CH:8][CH:7]=3)[N:3]([CH3:2])[C:4]=2[CH2:15]1)=[O:21]. The yield is 0.920. (2) The reactants are C(OC([N:8]1[CH:12]=[CH:11][CH:10]=[C:9]1[C:13]1[S:21][C:20]2[C:15](=[N:16][CH:17]=[CH:18][C:19]=2[NH:22][C:23]2[CH:24]=[C:25]3[C:29](=[CH:30][CH:31]=2)[NH:28][C:27]([CH3:32])=[CH:26]3)[CH:14]=1)=O)(C)(C)C.FC(F)(F)C(O)=O.C(=O)([O-])[O-].[Na+].[Na+]. The catalyst is ClCCl.O. The product is [CH3:32][C:27]1[NH:28][C:29]2[C:25]([CH:26]=1)=[CH:24][C:23]([NH:22][C:19]1[CH:18]=[CH:17][N:16]=[C:15]3[CH:14]=[C:13]([C:9]4[NH:8][CH:12]=[CH:11][CH:10]=4)[S:21][C:20]=13)=[CH:31][CH:30]=2. The yield is 0.560. (3) The reactants are [C:1]1([N:7]2[CH:15]=[C:14]3[C:9]([CH:10]=[C:11]([C:16]4[CH:17]=[C:18]([CH:26]5[CH2:31][CH2:30][NH:29][CH2:28][CH2:27]5)[N:19]5[C:24]=4[C:23]([NH2:25])=[N:22][CH:21]=[N:20]5)[CH:12]=[CH:13]3)=[N:8]2)[CH:6]=[CH:5][CH:4]=[CH:3][CH:2]=1.CCN=C=N[CH2:37][CH2:38][CH2:39][N:40](C)C.Cl.C1C=CC2N(O)N=NC=2C=1.C(N(CC)C(C)C)(C)C.CN([CH:66]=[O:67])C. No catalyst specified. The product is [NH2:40][C:39]1([C:66]([N:29]2[CH2:30][CH2:31][CH:26]([C:18]3[N:19]4[C:24]([C:23]([NH2:25])=[N:22][CH:21]=[N:20]4)=[C:16]([C:11]4[CH:12]=[CH:13][C:14]5[C:9]([CH:10]=4)=[N:8][N:7]([C:1]4[CH:2]=[CH:3][CH:4]=[CH:5][CH:6]=4)[CH:15]=5)[CH:17]=3)[CH2:27][CH2:28]2)=[O:67])[CH2:37][CH2:38]1. The yield is 0.0800. (4) The reactants are [CH3:1][O:2][C:3](=[O:22])[CH:4]([NH:14][C:15]([O:17][C:18]([CH3:21])([CH3:20])[CH3:19])=[O:16])[CH2:5][S:6][C:7]1[CH:12]=[CH:11][C:10](Br)=[CH:9][CH:8]=1.[CH:23]1[C:31]2[C:30]3[CH:32]=[CH:33][CH:34]=[CH:35][C:29]=3[O:28][C:27]=2[C:26]([C:36]2[CH:41]=[CH:40][C:39](B(O)O)=[CH:38][CH:37]=2)=[CH:25][CH:24]=1.C([O-])([O-])=O.[K+].[K+]. The catalyst is C1(C)C=CC=CC=1.C(O)C.C(OCC)(=O)C.C1C=CC([P]([Pd]([P](C2C=CC=CC=2)(C2C=CC=CC=2)C2C=CC=CC=2)([P](C2C=CC=CC=2)(C2C=CC=CC=2)C2C=CC=CC=2)[P](C2C=CC=CC=2)(C2C=CC=CC=2)C2C=CC=CC=2)(C2C=CC=CC=2)C2C=CC=CC=2)=CC=1. The product is [CH3:1][O:2][C:3](=[O:22])[CH:4]([NH:14][C:15]([O:17][C:18]([CH3:21])([CH3:20])[CH3:19])=[O:16])[CH2:5][S:6][C:7]1[CH:12]=[CH:11][C:10]([C:39]2[CH:40]=[CH:41][C:36]([C:26]3[C:27]4[O:28][C:29]5[CH:35]=[CH:34][CH:33]=[CH:32][C:30]=5[C:31]=4[CH:23]=[CH:24][CH:25]=3)=[CH:37][CH:38]=2)=[CH:9][CH:8]=1. The yield is 0.720. (5) The reactants are [OH-].[K+].[Br:3][C:4]1[CH:5]=[CH:6][C:7]2[NH:8][C:9]3[C:14]([C:15]=2[CH:16]=1)=[CH:13][C:12]([Br:17])=[CH:11][CH:10]=3.[CH2:18]([CH:20]1[O:22][CH2:21]1)Br. The catalyst is CN(C=O)C. The product is [Br:17][C:12]1[CH:11]=[CH:10][C:9]2[N:8]([CH2:18][CH:20]3[CH2:21][O:22]3)[C:7]3[C:15]([C:14]=2[CH:13]=1)=[CH:16][C:4]([Br:3])=[CH:5][CH:6]=3. The yield is 0.660. (6) The reactants are N.C([O:10][C@H:11]1[C@:15]([O:18]C(=O)C2C=CC=CC=2)([C:16]#[CH:17])[C@H:14]([N:27]2[CH:32]=[CH:31][C:30](=[O:33])[N:29](C(=O)C3C=CC=CC=3)[C:28]2=[O:42])[O:13][C@:12]1([N:54]=[N+:55]=[N-:56])[CH2:43][O:44]C(=O)C1C=CC=C(Cl)C=1)(=O)C1C=CC=CC=1. The catalyst is CO. The product is [N:54]([C@:12]1([CH2:43][OH:44])[O:13][C@@H:14]([N:27]2[CH:32]=[CH:31][C:30](=[O:33])[NH:29][C:28]2=[O:42])[C@:15]([C:16]#[CH:17])([OH:18])[C@@H:11]1[OH:10])=[N+:55]=[N-:56]. The yield is 0.705. (7) The reactants are [F:1][C:2]1[C:3]([S:41][CH3:42])=[C:4]([C:9]2[C:10]([C:24](=[O:40])[C:25]3[CH:30]=[CH:29][C:28]([O:31][CH2:32][CH2:33][N:34]4[CH2:39][CH2:38][CH2:37][CH2:36][CH2:35]4)=[CH:27][CH:26]=3)=[C:11]3[C:16](=[CH:17][CH:18]=2)[CH:15]=[C:14]([O:19][S:20]([CH3:23])(=[O:22])=[O:21])[CH:13]=[CH:12]3)[CH:5]=[C:6]([F:8])[CH:7]=1.C(CN)O.[Cl-].[NH4+]. The catalyst is B.C1COCC1.C1(C(C2C=CC=CC=2)([C@@H]2CCCN2)O)C=CC=CC=1. The product is [F:1][C:2]1[C:3]([S:41][CH3:42])=[C:4]([C:9]2[C:10]([CH:24]([OH:40])[C:25]3[CH:26]=[CH:27][C:28]([O:31][CH2:32][CH2:33][N:34]4[CH2:39][CH2:38][CH2:37][CH2:36][CH2:35]4)=[CH:29][CH:30]=3)=[C:11]3[C:16](=[CH:17][CH:18]=2)[CH:15]=[C:14]([O:19][S:20]([CH3:23])(=[O:21])=[O:22])[CH:13]=[CH:12]3)[CH:5]=[C:6]([F:8])[CH:7]=1. The yield is 0.930.